From a dataset of NCI-60 drug combinations with 297,098 pairs across 59 cell lines. Regression. Given two drug SMILES strings and cell line genomic features, predict the synergy score measuring deviation from expected non-interaction effect. Drug 1: CS(=O)(=O)C1=CC(=C(C=C1)C(=O)NC2=CC(=C(C=C2)Cl)C3=CC=CC=N3)Cl. Drug 2: C1CC(=O)NC(=O)C1N2CC3=C(C2=O)C=CC=C3N. Cell line: U251. Synergy scores: CSS=5.81, Synergy_ZIP=-4.58, Synergy_Bliss=-3.10, Synergy_Loewe=-1.95, Synergy_HSA=-0.949.